Dataset: Full USPTO retrosynthesis dataset with 1.9M reactions from patents (1976-2016). Task: Predict the reactants needed to synthesize the given product. (1) Given the product [CH3:1][O:2][C:3]1[CH:4]=[C:5]2[C:10](=[CH:11][C:12]=1[O:13][CH3:14])[N:9]=[CH:8][CH:7]=[C:6]2[O:15][C:16]1[CH:22]=[CH:21][C:19]([NH:20][C:32]([NH:36][N:37]2[CH2:42][CH2:41][CH2:40][CH2:39][CH2:38]2)=[S:33])=[C:18]([CH3:23])[C:17]=1[CH3:24], predict the reactants needed to synthesize it. The reactants are: [CH3:1][O:2][C:3]1[CH:4]=[C:5]2[C:10](=[CH:11][C:12]=1[O:13][CH3:14])[N:9]=[CH:8][CH:7]=[C:6]2[O:15][C:16]1[CH:22]=[CH:21][C:19]([NH2:20])=[C:18]([CH3:23])[C:17]=1[CH3:24].C(N(CC)CC)C.[C:32](Cl)(Cl)=[S:33].[NH2:36][N:37]1[CH2:42][CH2:41][CH2:40][CH2:39][CH2:38]1. (2) Given the product [CH3:8][O:9][C:10]1[CH:11]=[C:12]([C:18]2[S:19][CH:20]=[C:21]([CH2:23][C:24](=[O:34])[CH2:25][C:26]3[CH:31]=[CH:6][C:5]([O:4][C:1](=[O:3])[CH3:2])=[C:28]([O:33][C:41](=[O:36])[CH3:42])[CH:27]=3)[N:22]=2)[CH:13]=[CH:14][C:15]=1[O:16][CH3:17], predict the reactants needed to synthesize it. The reactants are: [C:1]([O:4][C:5](=O)[CH3:6])(=[O:3])[CH3:2].[CH3:8][O:9][C:10]1[CH:11]=[C:12]([C:18]2[S:19][CH:20]=[C:21]([CH2:23][C:24](=[O:34])[CH2:25][C:26]3[CH:31]=CC(O)=[C:28]([OH:33])[CH:27]=3)[N:22]=2)[CH:13]=[CH:14][C:15]=1[O:16][CH3:17].C[OH:36].N1[CH:42]=[CH:41]C=CC=1. (3) Given the product [CH2:1]([N:8]([C@H:22]([C:24]1[CH:25]=[CH:26][CH:27]=[CH:28][CH:29]=1)[CH3:23])[C@@H:9]([CH2:18][CH2:19][CH2:20][CH3:21])[CH2:10][C:11]([OH:13])=[O:12])[C:2]1[CH:3]=[CH:4][CH:5]=[CH:6][CH:7]=1, predict the reactants needed to synthesize it. The reactants are: [CH2:1]([N:8]([C@H:22]([C:24]1[CH:29]=[CH:28][CH:27]=[CH:26][CH:25]=1)[CH3:23])[C@@H:9]([CH2:18][CH2:19][CH2:20][CH3:21])[CH2:10][C:11]([O:13]C(C)(C)C)=[O:12])[C:2]1[CH:7]=[CH:6][CH:5]=[CH:4][CH:3]=1.FC(F)(F)C(O)=O.